Dataset: Catalyst prediction with 721,799 reactions and 888 catalyst types from USPTO. Task: Predict which catalyst facilitates the given reaction. Reactant: [CH2:1]([C:3]1[CH:17]=[CH:16][C:6]([O:7][CH2:8]OC2C=CC=CC=2)=[CH:5][CH:4]=1)[CH3:2].B(Br)(Br)Br. Product: [CH2:1]([C:3]1[CH:4]=[CH:5][C:6]([O:7][C:8]2[CH:1]=[CH:3][CH:4]=[CH:5][C:6]=2[OH:7])=[CH:16][CH:17]=1)[CH3:2]. The catalyst class is: 4.